From a dataset of Full USPTO retrosynthesis dataset with 1.9M reactions from patents (1976-2016). Predict the reactants needed to synthesize the given product. (1) Given the product [Cl:1][C:2]1[C:7]([C:8]([F:11])([F:10])[F:9])=[CH:6][CH:5]=[CH:4][C:3]=1[C:12]([N:14]1[CH2:19][CH2:18][C:17]2=[C:20]([C:33]3[CH:34]=[N:35][CH:36]=[C:31]([F:30])[CH:32]=3)[NH:21][N:22]=[C:16]2[CH2:15]1)=[O:13], predict the reactants needed to synthesize it. The reactants are: [Cl:1][C:2]1[C:7]([C:8]([F:11])([F:10])[F:9])=[CH:6][CH:5]=[CH:4][C:3]=1[C:12]([N:14]1[CH2:19][CH2:18][C:17]2[C:20](I)=[N:21][N:22](C3CCCCO3)[C:16]=2[CH2:15]1)=[O:13].[F:30][C:31]1[CH:32]=[C:33](B(O)O)[CH:34]=[N:35][CH:36]=1.P([O-])([O-])([O-])=O.[K+].[K+].[K+]. (2) The reactants are: [CH2:1]([O:3][C:4]1[C:5]([C:11]2[CH:16]=[CH:15][C:14]([CH2:17][C:18]([OH:20])=O)=[C:13]([F:21])[CH:12]=2)=[CH:6][NH:7][C:8](=[O:10])[CH:9]=1)[CH3:2].[F:22][C:23]([F:32])([F:31])[C:24]1[CH:25]=[C:26]([CH:28]=[CH:29][CH:30]=1)[NH2:27].CN(C(ON1N=NC2C=CC=NC1=2)=[N+](C)C)C.F[P-](F)(F)(F)(F)F.CCN(C(C)C)C(C)C. Given the product [CH2:1]([O:3][C:4]1[C:5]([C:11]2[CH:16]=[CH:15][C:14]([CH2:17][C:18]([NH:27][C:26]3[CH:28]=[CH:29][CH:30]=[C:24]([C:23]([F:22])([F:31])[F:32])[CH:25]=3)=[O:20])=[C:13]([F:21])[CH:12]=2)=[CH:6][NH:7][C:8](=[O:10])[CH:9]=1)[CH3:2], predict the reactants needed to synthesize it.